Dataset: Catalyst prediction with 721,799 reactions and 888 catalyst types from USPTO. Task: Predict which catalyst facilitates the given reaction. Reactant: [CH3:1][C:2]1[CH:3]=[C:4]([NH:9][C:10]2[C:19]3[C:14](=[CH:15][CH:16]=[CH:17][CH:18]=3)[C:13](=[O:20])[N:12]([CH3:21])[C:11]=2[C:22]([O:24][CH3:25])=[O:23])[CH:5]=[CH:6][C:7]=1[CH3:8].[H-].[Na+].[CH3:28]I.Cl.O. Product: [CH3:1][C:2]1[CH:3]=[C:4]([N:9]([CH3:28])[C:10]2[C:19]3[C:14](=[CH:15][CH:16]=[CH:17][CH:18]=3)[C:13](=[O:20])[N:12]([CH3:21])[C:11]=2[C:22]([O:24][CH3:25])=[O:23])[CH:5]=[CH:6][C:7]=1[CH3:8]. The catalyst class is: 3.